Dataset: Reaction yield outcomes from USPTO patents with 853,638 reactions. Task: Predict the reaction yield, written as a fraction of the theoretical maximum amount of product (1.0 means a 100% yield; for example, 0.34 means a 34% yield). (1) The reactants are C([O:5][C:6]1[CH:11]=[C:10]([F:12])[C:9]([C:13]2[C:14]([CH3:28])=[N:15][C:16]3[N:17]([N:25]=[CH:26][N:27]=3)[C:18]=2[CH:19]2[CH2:24][CH2:23][CH2:22][CH2:21][CH2:20]2)=[C:8]([F:29])[CH:7]=1)(C)(C)C. The catalyst is FC(F)(F)C(O)=O. The product is [CH:19]1([C:18]2[N:17]3[N:25]=[CH:26][N:27]=[C:16]3[N:15]=[C:14]([CH3:28])[C:13]=2[C:9]2[C:8]([F:29])=[CH:7][C:6]([OH:5])=[CH:11][C:10]=2[F:12])[CH2:20][CH2:21][CH2:22][CH2:23][CH2:24]1. The yield is 0.790. (2) The reactants are [CH3:1][O:2][CH2:3][CH2:4][N:5]1[C:9]([CH3:10])=[C:8]([CH3:11])[S:7][C:6]1=[NH:12].CCN(CC)CC.[Cl:20][C:21]1[CH:26]=[C:25]([F:27])[CH:24]=[CH:23][C:22]=1[C:28](Cl)=[O:29]. The catalyst is C1COCC1. The product is [Cl:20][C:21]1[CH:26]=[C:25]([F:27])[CH:24]=[CH:23][C:22]=1[C:28](/[N:12]=[C:6]1\[S:7][C:8]([CH3:11])=[C:9]([CH3:10])[N:5]\1[CH2:4][CH2:3][O:2][CH3:1])=[O:29]. The yield is 0.520. (3) The reactants are FC(F)(F)C(O)=O.[Cl:8][C:9]1[CH:10]=[CH:11][C:12]([NH:25][C:26]([CH:28]2[CH2:33][CH2:32][NH:31][CH2:30][CH2:29]2)=[O:27])=[C:13]([CH:24]=1)[C:14]([NH:16][C:17]1[CH:22]=[CH:21][C:20]([Cl:23])=[CH:19][N:18]=1)=[O:15].C(N(CC)CC)C.Br[CH:42]([C:44]1[CH:49]=[CH:48][CH:47]=[CH:46][CH:45]=1)[CH3:43].N. The catalyst is CN(C)C=O.CO. The product is [ClH:8].[Cl:8][C:9]1[CH:10]=[CH:11][C:12]([NH:25][C:26]([CH:28]2[CH2:29][CH2:30][N:31]([CH:42]([C:44]3[CH:49]=[CH:48][CH:47]=[CH:46][CH:45]=3)[CH3:43])[CH2:32][CH2:33]2)=[O:27])=[C:13]([CH:24]=1)[C:14]([NH:16][C:17]1[CH:22]=[CH:21][C:20]([Cl:23])=[CH:19][N:18]=1)=[O:15]. The yield is 0.440. (4) The reactants are CN(C(O[N:9]1N=N[C:11]2C=CC=[CH:15][C:10]1=2)=[N+](C)C)C.[B-](F)(F)(F)F.CN1CC[O:27]CC1.[CH:30]1([CH2:36][O:37][C:38]2[C:39]3[N:40]([C:44]([C:49]([OH:51])=O)=[C:45]([CH2:47][CH3:48])[N:46]=3)[CH:41]=[CH:42][CH:43]=2)[CH2:35][CH2:34][CH2:33][CH2:32][CH2:31]1. The catalyst is CS(C)=O. The product is [CH:30]1([CH2:36][O:37][C:38]2[C:39]3[N:40]([C:44]([C:49]([NH:9][C@H:10]([CH3:11])[CH2:15][OH:27])=[O:51])=[C:45]([CH2:47][CH3:48])[N:46]=3)[CH:41]=[CH:42][CH:43]=2)[CH2:31][CH2:32][CH2:33][CH2:34][CH2:35]1. The yield is 0.840. (5) The reactants are [N:1]1([C:8]2[CH:18]=[CH:17][C:11]([C:12]([O:14]CC)=O)=[CH:10][CH:9]=2)[CH2:7][CH2:6][CH2:5][NH:4][CH2:3][CH2:2]1.[CH3:19][O:20][C:21]1[CH:22]=[C:23]([CH2:29][CH2:30][C:31]2[CH:32]=[C:33]([NH2:36])[NH:34][N:35]=2)[CH:24]=[C:25]([O:27][CH3:28])[CH:26]=1.C[Al](C)C. The catalyst is C1(C)C=CC=CC=1. The product is [N:1]1([C:8]2[CH:9]=[CH:10][C:11]([C:12]([NH:36][C:33]3[NH:34][N:35]=[C:31]([CH2:30][CH2:29][C:23]4[CH:24]=[C:25]([O:27][CH3:28])[CH:26]=[C:21]([O:20][CH3:19])[CH:22]=4)[CH:32]=3)=[O:14])=[CH:17][CH:18]=2)[CH2:7][CH2:6][CH2:5][NH:4][CH2:3][CH2:2]1. The yield is 0.0267. (6) The reactants are [CH3:1][C:2]1[O:6][C:5]([C:7]2[CH:12]=[CH:11][CH:10]=[CH:9][CH:8]=2)=[N:4][C:3]=1[CH2:13][O:14][C:15]1[CH:16]=[C:17]([CH:28]=[CH:29][CH:30]=1)[CH2:18][S:19][C:20]1[CH:21]=[C:22]([CH:25]=[CH:26][CH:27]=1)[CH:23]=O.[C:31]([O:39][CH2:40][CH3:41])(=[O:38])[CH2:32][C:33]([O:35][CH2:36][CH3:37])=[O:34].C(O)(=O)C1C=CC=CC=1.N1CCCCC1. The catalyst is C1(C)C=CC=CC=1. The product is [CH3:1][C:2]1[O:6][C:5]([C:7]2[CH:8]=[CH:9][CH:10]=[CH:11][CH:12]=2)=[N:4][C:3]=1[CH2:13][O:14][C:15]1[CH:16]=[C:17]([CH:28]=[CH:29][CH:30]=1)[CH2:18][S:19][C:20]1[CH:21]=[C:22]([CH:25]=[CH:26][CH:27]=1)[CH2:23][CH:32]([C:33]([O:35][CH2:36][CH3:37])=[O:34])[C:31]([O:39][CH2:40][CH3:41])=[O:38]. The yield is 0.660.